This data is from Choline transporter screen with 302,306 compounds. The task is: Binary Classification. Given a drug SMILES string, predict its activity (active/inactive) in a high-throughput screening assay against a specified biological target. The molecule is Clc1c(CN2c3c(SCC2=O)ccc(C(=O)NCC2OCCC2)c3)ccc(F)c1. The result is 0 (inactive).